Dataset: Full USPTO retrosynthesis dataset with 1.9M reactions from patents (1976-2016). Task: Predict the reactants needed to synthesize the given product. (1) Given the product [C:11]1([C:17]#[C:18][C:5]2[C:4]([C:1](=[O:3])[CH3:2])=[CH:9][CH:8]=[CH:7][N:6]=2)[CH:16]=[CH:15][CH:14]=[CH:13][CH:12]=1, predict the reactants needed to synthesize it. The reactants are: [C:1]([C:4]1[C:5](Br)=[N:6][CH:7]=[CH:8][CH:9]=1)(=[O:3])[CH3:2].[C:11]1([C:17]#[CH:18])[CH:16]=[CH:15][CH:14]=[CH:13][CH:12]=1.CCN(C(C)C)C(C)C.[Cl-]. (2) Given the product [Br:1][C:2]1[CH:3]=[C:4]([CH:8]=[CH:9][C:10]=1[CH3:11])[C:5]([NH:31][C:30]1[CH:32]=[CH:33][CH:34]=[C:28]([C:27]([F:26])([F:35])[F:36])[CH:29]=1)=[O:7], predict the reactants needed to synthesize it. The reactants are: [Br:1][C:2]1[CH:3]=[C:4]([CH:8]=[CH:9][C:10]=1[CH3:11])[C:5]([OH:7])=O.C(Cl)CCl.C1C=CC2N(O)N=NC=2C=1.[F:26][C:27]([F:36])([F:35])[C:28]1[CH:29]=[C:30]([CH:32]=[CH:33][CH:34]=1)[NH2:31]. (3) Given the product [CH:15]1([CH2:14][CH:13]([C:20]2[CH:21]=[CH:22][C:23]([O:26][C:27]3[CH:32]=[CH:31][CH:30]=[CH:29][CH:28]=3)=[CH:24][CH:25]=2)[C:12]([NH:11][C:8]2[S:9][CH:10]=[C:6]([CH2:5][C:4]([OH:34])=[O:3])[N:7]=2)=[O:33])[CH2:19][CH2:18][CH2:17][CH2:16]1, predict the reactants needed to synthesize it. The reactants are: C([O:3][C:4](=[O:34])[CH2:5][C:6]1[N:7]=[C:8]([NH:11][C:12](=[O:33])[CH:13]([C:20]2[CH:25]=[CH:24][C:23]([O:26][C:27]3[CH:32]=[CH:31][CH:30]=[CH:29][CH:28]=3)=[CH:22][CH:21]=2)[CH2:14][CH:15]2[CH2:19][CH2:18][CH2:17][CH2:16]2)[S:9][CH:10]=1)C.[OH-].[K+].